Predict the product of the given reaction. From a dataset of Forward reaction prediction with 1.9M reactions from USPTO patents (1976-2016). Given the reactants [CH3:1][C:2]1([CH3:33])[O:7][C:6](=[O:8])[CH:5]([CH2:9][CH2:10][CH2:11][S:12][C:13]([C:26]2[CH:31]=[CH:30][CH:29]=[CH:28][CH:27]=2)([C:20]2[CH:25]=[CH:24][CH:23]=[CH:22][CH:21]=2)[C:14]2[CH:19]=[CH:18][CH:17]=[CH:16][CH:15]=2)[C:4](=[O:32])[O:3]1.[CH3:34][O:35][C:36](=[O:40])[CH2:37][CH2:38]Br.C[O-].[Na+], predict the reaction product. The product is: [CH3:34][O:35][C:36](=[O:40])[CH2:37][CH2:38][C:5]1([CH2:9][CH2:10][CH2:11][S:12][C:13]([C:26]2[CH:27]=[CH:28][CH:29]=[CH:30][CH:31]=2)([C:14]2[CH:19]=[CH:18][CH:17]=[CH:16][CH:15]=2)[C:20]2[CH:21]=[CH:22][CH:23]=[CH:24][CH:25]=2)[C:6](=[O:8])[O:7][C:2]([CH3:33])([CH3:1])[O:3][C:4]1=[O:32].